The task is: Regression. Given two drug SMILES strings and cell line genomic features, predict the synergy score measuring deviation from expected non-interaction effect.. This data is from NCI-60 drug combinations with 297,098 pairs across 59 cell lines. (1) Drug 1: CNC(=O)C1=NC=CC(=C1)OC2=CC=C(C=C2)NC(=O)NC3=CC(=C(C=C3)Cl)C(F)(F)F. Drug 2: CC1C(C(CC(O1)OC2CC(CC3=C2C(=C4C(=C3O)C(=O)C5=C(C4=O)C(=CC=C5)OC)O)(C(=O)CO)O)N)O.Cl. Cell line: HS 578T. Synergy scores: CSS=35.4, Synergy_ZIP=1.00, Synergy_Bliss=2.91, Synergy_Loewe=-11.6, Synergy_HSA=0.505. (2) Drug 1: CC1=C(C(=CC=C1)Cl)NC(=O)C2=CN=C(S2)NC3=CC(=NC(=N3)C)N4CCN(CC4)CCO. Drug 2: CC(C)NC(=O)C1=CC=C(C=C1)CNNC.Cl. Cell line: SR. Synergy scores: CSS=2.65, Synergy_ZIP=3.86, Synergy_Bliss=-2.16, Synergy_Loewe=2.31, Synergy_HSA=-0.423. (3) Drug 1: CC(CN1CC(=O)NC(=O)C1)N2CC(=O)NC(=O)C2. Drug 2: CCC1(CC2CC(C3=C(CCN(C2)C1)C4=CC=CC=C4N3)(C5=C(C=C6C(=C5)C78CCN9C7C(C=CC9)(C(C(C8N6C=O)(C(=O)OC)O)OC(=O)C)CC)OC)C(=O)OC)O.OS(=O)(=O)O. Cell line: BT-549. Synergy scores: CSS=51.5, Synergy_ZIP=-1.48, Synergy_Bliss=3.02, Synergy_Loewe=2.45, Synergy_HSA=4.45. (4) Drug 1: CC12CCC3C(C1CCC2=O)CC(=C)C4=CC(=O)C=CC34C. Drug 2: CC1=CC2C(CCC3(C2CCC3(C(=O)C)OC(=O)C)C)C4(C1=CC(=O)CC4)C. Cell line: SW-620. Synergy scores: CSS=36.5, Synergy_ZIP=1.58, Synergy_Bliss=-3.88, Synergy_Loewe=-34.4, Synergy_HSA=-5.77. (5) Drug 1: C1C(C(OC1N2C=C(C(=O)NC2=O)F)CO)O. Drug 2: CCN(CC)CCCC(C)NC1=C2C=C(C=CC2=NC3=C1C=CC(=C3)Cl)OC. Cell line: KM12. Synergy scores: CSS=35.0, Synergy_ZIP=-5.14, Synergy_Bliss=-4.75, Synergy_Loewe=-2.85, Synergy_HSA=-0.789. (6) Drug 1: CC1=C2C(C(=O)C3(C(CC4C(C3C(C(C2(C)C)(CC1OC(=O)C(C(C5=CC=CC=C5)NC(=O)C6=CC=CC=C6)O)O)OC(=O)C7=CC=CC=C7)(CO4)OC(=O)C)O)C)OC(=O)C. Drug 2: C#CCC(CC1=CN=C2C(=N1)C(=NC(=N2)N)N)C3=CC=C(C=C3)C(=O)NC(CCC(=O)O)C(=O)O. Cell line: KM12. Synergy scores: CSS=39.8, Synergy_ZIP=-1.12, Synergy_Bliss=-4.40, Synergy_Loewe=-20.5, Synergy_HSA=-2.14.